Task: Predict the reactants needed to synthesize the given product.. Dataset: Full USPTO retrosynthesis dataset with 1.9M reactions from patents (1976-2016) The reactants are: FC(F)(F)C(O)=O.[NH2:8][C@@H:9]([CH:11]1[CH2:13][CH:12]1[C:14]#[N:15])[CH3:10].ON1C2C=CC=CC=2N=N1.CCN(C(C)C)C(C)C.[Cl:35][C:36]1[CH:44]=[C:43]2[C:39]([C:40]([C:46]3[N:47]=[C:48]4[C:54]([C:55](O)=[O:56])=[CH:53][N:52]([CH2:58][O:59][CH2:60][CH2:61][Si:62]([CH3:65])([CH3:64])[CH3:63])[C:49]4=[N:50][CH:51]=3)=[N:41][N:42]2[CH3:45])=[CH:38][CH:37]=1. Given the product [C:14]([CH:12]1[CH2:13][CH:11]1[C@H:9]([NH:8][C:55]([C:54]1[C:48]2[C:49](=[N:50][CH:51]=[C:46]([C:40]3[C:39]4[C:43](=[CH:44][C:36]([Cl:35])=[CH:37][CH:38]=4)[N:42]([CH3:45])[N:41]=3)[N:47]=2)[N:52]([CH2:58][O:59][CH2:60][CH2:61][Si:62]([CH3:65])([CH3:64])[CH3:63])[CH:53]=1)=[O:56])[CH3:10])#[N:15], predict the reactants needed to synthesize it.